From a dataset of Forward reaction prediction with 1.9M reactions from USPTO patents (1976-2016). Predict the product of the given reaction. (1) Given the reactants [Br:1][C:2]1[CH:7]=[CH:6][C:5]([N:8]2[C:12]([CH2:13][C@@H:14]3[CH2:18][CH2:17][N:16]([C:19]([CH:21]4[CH2:23][CH2:22]4)=[O:20])[CH2:15]3)=[N:11][NH:10][C:9]2=[O:24])=[C:4]([O:25]C)[CH:3]=1.B(Br)(Br)Br, predict the reaction product. The product is: [Br:1][C:2]1[CH:7]=[CH:6][C:5]([N:8]2[C:12]([CH2:13][C@@H:14]3[CH2:18][CH2:17][N:16]([C:19]([CH:21]4[CH2:23][CH2:22]4)=[O:20])[CH2:15]3)=[N:11][NH:10][C:9]2=[O:24])=[C:4]([OH:25])[CH:3]=1. (2) Given the reactants O.[CH3:2][N:3]([CH3:13])[C:4]1[CH:9]=[CH:8][C:7](B(O)O)=[CH:6][N:5]=1.Br[C:15]1[CH:16]=[C:17]([CH:19]=[CH:20][CH:21]=1)[NH2:18].C([O-])([O-])=O.[Na+].[Na+], predict the reaction product. The product is: [CH3:2][N:3]([CH3:13])[C:4]1[N:5]=[CH:6][C:7]([C:15]2[CH:16]=[C:17]([NH2:18])[CH:19]=[CH:20][CH:21]=2)=[CH:8][CH:9]=1.